Dataset: Forward reaction prediction with 1.9M reactions from USPTO patents (1976-2016). Task: Predict the product of the given reaction. (1) Given the reactants [NH2:1][C:2]1[N:3]([C:19]([O:21][C:22]([CH3:25])([CH3:24])[CH3:23])=[O:20])[CH:4]=[C:5]([C:10]2[CH:15]=[CH:14][C:13]([N+:16]([O-])=O)=[CH:12][CH:11]=2)[C:6]=1[C:7](=[O:9])[NH2:8].[H][H], predict the reaction product. The product is: [NH2:1][C:2]1[N:3]([C:19]([O:21][C:22]([CH3:25])([CH3:24])[CH3:23])=[O:20])[CH:4]=[C:5]([C:10]2[CH:11]=[CH:12][C:13]([NH2:16])=[CH:14][CH:15]=2)[C:6]=1[C:7](=[O:9])[NH2:8]. (2) Given the reactants [CH:1](/[C@H:7]1[O:11][C:10]([CH3:13])([CH3:12])[O:9][C@H:8]1[CH2:14][O:15][CH2:16][C:17]([OH:19])=[O:18])=[CH:2]\[CH:3]=[CH:4]\[C:5]#[CH:6].[CH3:20][Si](C=[N+]=[N-])(C)C.[N+](=C)=[N-].C(O)(=O)C, predict the reaction product. The product is: [CH:1](/[C@H:7]1[O:11][C:10]([CH3:13])([CH3:12])[O:9][C@H:8]1[CH2:14][O:15][CH2:16][C:17]([O:19][CH3:20])=[O:18])=[CH:2]\[CH:3]=[CH:4]\[C:5]#[CH:6]. (3) Given the reactants [CH3:1][O:2][C:3]1[C:8]([CH2:9][C:10](O)=[O:11])=[CH:7][CH:6]=[CH:5][N:4]=1.[H-].[Al+3].[Li+].[H-].[H-].[H-].C1COCC1.[OH-].[Na+], predict the reaction product. The product is: [CH3:1][O:2][C:3]1[C:8]([CH2:9][CH2:10][OH:11])=[CH:7][CH:6]=[CH:5][N:4]=1. (4) Given the reactants [CH:1]([O:4][C:5]1([C:8]2[CH:13]=[CH:12][C:11]([C:14]#[C:15][C:16]3[CH:26]=[CH:25][C:19]([C:20]([O:22]CC)=[O:21])=[CH:18][CH:17]=3)=[CH:10][C:9]=2[CH3:27])[CH2:7][CH2:6]1)([CH3:3])[CH3:2].[OH-].[Na+], predict the reaction product. The product is: [CH:1]([O:4][C:5]1([C:8]2[CH:13]=[CH:12][C:11]([C:14]#[C:15][C:16]3[CH:17]=[CH:18][C:19]([C:20]([OH:22])=[O:21])=[CH:25][CH:26]=3)=[CH:10][C:9]=2[CH3:27])[CH2:6][CH2:7]1)([CH3:3])[CH3:2]. (5) Given the reactants [C:1]([NH:9][C@@H:10]1[CH2:19][CH2:18][C:13]2([O:17][CH2:16][CH2:15][O:14]2)[CH2:12][C@@H:11]1[C:20]([O:22]CC)=[O:21])(=[O:8])[C:2]1[CH:7]=[CH:6][CH:5]=[CH:4][CH:3]=1.[Li+].[OH-].O, predict the reaction product. The product is: [C:1]([NH:9][C@@H:10]1[CH2:19][CH2:18][C:13]2([O:17][CH2:16][CH2:15][O:14]2)[CH2:12][C@@H:11]1[C:20]([OH:22])=[O:21])(=[O:8])[C:2]1[CH:7]=[CH:6][CH:5]=[CH:4][CH:3]=1.